This data is from Reaction yield outcomes from USPTO patents with 853,638 reactions. The task is: Predict the reaction yield, written as a fraction of the theoretical maximum amount of product (1.0 means a 100% yield; for example, 0.34 means a 34% yield). (1) The reactants are I[C:2]1[CH:3]=[C:4]([CH:8]=[CH:9][CH:10]=1)[C:5]([OH:7])=[O:6].[C:11]([O:15][CH2:16][CH3:17])(=[O:14])[CH:12]=[CH2:13]. The catalyst is C([O-])(=O)C.[Pd+2].C([O-])(=O)C.C(#N)C. The product is [CH2:16]([O:15][C:11](=[O:14])[CH:12]=[CH:13][C:2]1[CH:3]=[C:4]([CH:8]=[CH:9][CH:10]=1)[C:5]([OH:7])=[O:6])[CH3:17]. The yield is 0.880. (2) The product is [F:37][C:2]1([F:1])[CH2:7][CH2:6][NH:5][CH2:4][CH:3]1[C:15]1[N:16]=[C:17]([N:21]2[C:29]3[CH:28]=[C:27]([C:30]4[CH:35]=[N:34][CH:33]=[C:32]([CH3:36])[N:31]=4)[N:26]=[CH:25][C:24]=3[CH:23]=[N:22]2)[CH:18]=[CH:19][CH:20]=1. The reactants are [F:1][C:2]1([F:37])[CH2:7][CH2:6][N:5](C(OC(C)(C)C)=O)[CH2:4][CH:3]1[C:15]1[CH:20]=[CH:19][CH:18]=[C:17]([N:21]2[C:29]3[CH:28]=[C:27]([C:30]4[CH:35]=[N:34][CH:33]=[C:32]([CH3:36])[N:31]=4)[N:26]=[CH:25][C:24]=3[CH:23]=[N:22]2)[N:16]=1.O1CCOCC1.Cl. The yield is 0.420. No catalyst specified.